Task: Predict the product of the given reaction.. Dataset: Forward reaction prediction with 1.9M reactions from USPTO patents (1976-2016) (1) The product is: [C:5]([C:4]1[CH:7]=[C:8]([N:10]([CH2:11][C:12]2[CH:13]=[CH:14][C:15]([S:18]([CH3:21])(=[O:20])=[O:19])=[CH:16][CH:17]=2)[C:22](=[O:27])[CH2:23][CH:24]([CH3:26])[CH3:25])[CH:9]=[C:2]([F:1])[CH:3]=1)#[N:6]. Given the reactants [F:1][C:2]1[CH:3]=[C:4]([CH:7]=[C:8]([NH:10][CH2:11][C:12]2[CH:17]=[CH:16][C:15]([S:18]([CH3:21])(=[O:20])=[O:19])=[CH:14][CH:13]=2)[CH:9]=1)[C:5]#[N:6].[C:22](Cl)(=[O:27])[CH2:23][CH:24]([CH3:26])[CH3:25], predict the reaction product. (2) Given the reactants [Cl:1][C:2]1[CH:3]=[C:4]2[C:9](=[C:10]([Cl:12])[CH:11]=1)[CH2:8][N:7]([CH3:13])[CH2:6][CH:5]2[C:14]1[CH:19]=[CH:18][C:17]([C@@](O)([C@@H](O)[C@H](O)[C@H](O)CO)C(N)=O)=[CH:16][CH:15]=1.BrCC(C1C=C([NH:43]C(=O)C)C=CC=1)=O, predict the reaction product. The product is: [Cl:1][C:2]1[CH:3]=[C:4]2[C:9](=[C:10]([Cl:12])[CH:11]=1)[CH2:8][N:7]([CH3:13])[CH2:6][CH:5]2[C:14]1[CH:19]=[CH:18][C:17]([NH2:43])=[CH:16][CH:15]=1. (3) The product is: [F:4][C:3]1([F:6])[CH2:24][CH:23]1[C:14]1[CH:15]=[C:16]([C:18]([O:20][CH2:21][CH3:22])=[O:19])[CH:17]=[C:12]([O:11][CH2:9][CH3:10])[C:13]=1[C:25]1[CH:26]=[CH:27][C:28]([F:31])=[CH:29][CH:30]=1. Given the reactants C[Si](C)(C)[C:3]([F:6])(F)[F:4].[CH2:9]([O:11][C:12]1[CH:17]=[C:16]([C:18]([O:20][CH2:21][CH3:22])=[O:19])[CH:15]=[C:14]([CH:23]=[CH2:24])[C:13]=1[C:25]1[CH:30]=[CH:29][C:28]([F:31])=[CH:27][CH:26]=1)[CH3:10].[I-].[Na+].C1COCC1, predict the reaction product.